This data is from Reaction yield outcomes from USPTO patents with 853,638 reactions. The task is: Predict the reaction yield, written as a fraction of the theoretical maximum amount of product (1.0 means a 100% yield; for example, 0.34 means a 34% yield). (1) The reactants are [N+]([C:4]1[CH:11]=[CH:10][CH:9]=[C:8]([N+:12]([O-:14])=[O:13])[C:5]=1[C:6]#[N:7])([O-])=O.[OH:15][CH2:16][C@H:17]1[CH2:21][CH2:20][CH2:19][N:18]1[C:22]([O:24][C:25]([CH3:28])([CH3:27])[CH3:26])=[O:23]. No catalyst specified. The product is [C:6]([C:5]1[C:8]([N+:12]([O-:14])=[O:13])=[CH:9][CH:10]=[CH:11][C:4]=1[O:15][CH2:16][C@H:17]1[CH2:21][CH2:20][CH2:19][N:18]1[C:22]([O:24][C:25]([CH3:28])([CH3:27])[CH3:26])=[O:23])#[N:7]. The yield is 0.870. (2) The reactants are [CH3:1][O:2][C:3]1[CH:32]=[CH:31][C:6]([CH2:7][O:8][C:9]2[CH:10]=[CH:11][C:12](=[N:20]S(C3C=CC(C)=CC=3)(=O)=O)[N:13]([CH:15]([CH3:19])[C:16]([NH2:18])=O)[CH:14]=2)=[CH:5][CH:4]=1.FC(F)(F)C(OC(=O)C(F)(F)F)=O.[OH-].[Na+].O. The catalyst is O1CCCC1.C(OCC)(=O)C. The product is [CH3:1][O:2][C:3]1[CH:32]=[CH:31][C:6]([CH2:7][O:8][C:9]2[CH:10]=[CH:11][C:12]3[N:13]([C:15]([CH3:19])=[C:16]([NH2:18])[N:20]=3)[CH:14]=2)=[CH:5][CH:4]=1. The yield is 0.680. (3) The reactants are [I-].[NH:2]1[C:10]2[C:5](=[CH:6][CH:7]=[CH:8][CH:9]=2)[C:4]([CH2:11][P+](C2C=CC=CC=2)(C2C=CC=CC=2)C2C=CC=CC=2)=[N:3]1.[N+:31]([C:34]1[CH:41]=[CH:40][CH:39]=[CH:38][C:35]=1[CH:36]=O)([O-:33])=[O:32].C(=O)([O-])[O-].[K+].[K+].O. The catalyst is CO. The product is [N+:31]([C:34]1[CH:41]=[CH:40][CH:39]=[CH:38][C:35]=1/[CH:36]=[CH:11]/[C:4]1[C:5]2[C:10](=[CH:9][CH:8]=[CH:7][CH:6]=2)[NH:2][N:3]=1)([O-:33])=[O:32]. The yield is 0.760. (4) The reactants are [Br:1][C:2]1[CH:3]=[CH:4][C:5]([C:9]#[N:10])=[N:6][C:7]=1[CH3:8].O.[NH2:12][NH2:13]. The catalyst is C(O)C. The product is [Br:1][C:2]1[CH:3]=[CH:4][C:5]([C:9](=[N:12][NH2:13])[NH2:10])=[N:6][C:7]=1[CH3:8]. The yield is 0.930. (5) The reactants are [CH3:1][O:2][C:3]1[CH:4]=[C:5]([N:12]2[CH2:17][CH2:16][CH:15]([CH2:18][CH2:19][S:20]([CH3:23])(=[O:22])=[O:21])[CH2:14][CH2:13]2)[CH:6]=[CH:7][C:8]=1[N+:9]([O-])=O.Cl[Sn]Cl. The catalyst is C1COCC1.Cl. The product is [CH3:1][O:2][C:3]1[CH:4]=[C:5]([N:12]2[CH2:13][CH2:14][CH:15]([CH2:18][CH2:19][S:20]([CH3:23])(=[O:22])=[O:21])[CH2:16][CH2:17]2)[CH:6]=[CH:7][C:8]=1[NH2:9]. The yield is 0.960. (6) The reactants are N([O-])=O.[Na+].[CH2:5]([O:7][C:8](=[O:22])[C:9]1[CH:14]=[C:13]([C:15]([F:18])([F:17])[F:16])[C:12]([CH:19]=[O:20])=[CH:11][C:10]=1N)[CH3:6].C(=O)(O)[O-].[Na+]. The catalyst is C(O)=O. The product is [CH2:5]([O:7][C:8](=[O:22])[C:9]1[CH:10]=[CH:11][C:12]([CH:19]=[O:20])=[C:13]([C:15]([F:17])([F:16])[F:18])[CH:14]=1)[CH3:6]. The yield is 0.710. (7) The reactants are [C:1](/[C:3](=[C:7](\OCC)/[CH3:8])/[C:4](=[S:6])[NH2:5])#[N:2].[NH3:12]. The catalyst is CO. The product is [NH2:12]/[C:7](/[CH3:8])=[C:3](\[C:1]#[N:2])/[C:4](=[S:6])[NH2:5]. The yield is 0.890. (8) The reactants are [Cl:1][C:2]1[C:10]([F:11])=[CH:9][CH:8]=[C:7]([F:12])[C:3]=1[CH:4]=[N:5][OH:6].[CH2:13]1C(=O)N(Cl)[C:15](=[O:16])[CH2:14]1.C(O)C#C.CCN(CC)CC. The catalyst is CN(C=O)C.O.N1C=CC=CC=1. The product is [Cl:1][C:2]1[C:10]([F:11])=[CH:9][CH:8]=[C:7]([F:12])[C:3]=1[C:4]1[CH:13]=[C:14]([CH2:15][OH:16])[O:6][N:5]=1. The yield is 0.780.